From a dataset of Retrosynthesis with 50K atom-mapped reactions and 10 reaction types from USPTO. Predict the reactants needed to synthesize the given product. (1) The reactants are: CC[Si](CC)(CC)OC(C)(C)/C=C/CBr.C[C@H](O)C1=CC[C@H]2C3=CC=C4C[C@@H](O[Si](C)(C)C(C)(C)C)C[C@H](O[Si](C)(C)C(C)(C)C)[C@]4(C)[C@H]3CC[C@]12C. Given the product CC[Si](CC)(CC)OC(C)(C)/C=C/CO[C@@H](C)C1=CC[C@H]2C3=CC=C4C[C@@H](O[Si](C)(C)C(C)(C)C)C[C@H](O[Si](C)(C)C(C)(C)C)[C@]4(C)[C@H]3CC[C@]12C, predict the reactants needed to synthesize it. (2) Given the product OCc1nc(Cl)cc2c1c(N1CCOCC1)nn2C(c1ccccc1)(c1ccccc1)c1ccccc1, predict the reactants needed to synthesize it. The reactants are: O=Cc1nc(Cl)cc2c1c(N1CCOCC1)nn2C(c1ccccc1)(c1ccccc1)c1ccccc1. (3) Given the product CC(C)(C)OC(=O)N1CCC(Oc2cc(=O)n(-c3ccc(C#N)c(F)c3)cc2Cl)CC1, predict the reactants needed to synthesize it. The reactants are: CC(C)(C)OC(=O)N1CCC(OS(C)(=O)=O)CC1.N#Cc1ccc(-n2cc(Cl)c(O)cc2=O)cc1F.